Dataset: Forward reaction prediction with 1.9M reactions from USPTO patents (1976-2016). Task: Predict the product of the given reaction. (1) Given the reactants [H-].[Na+].[F:3][C:4]([F:11])([C:7]([F:10])([F:9])[F:8])[CH2:5][OH:6].Cl[C:13]1[CH:22]=[CH:21][C:16]([C:17]([O:19][CH3:20])=[O:18])=[CH:15][N:14]=1.[OH-].[Na+], predict the reaction product. The product is: [F:3][C:4]([F:11])([C:7]([F:10])([F:9])[F:8])[CH2:5][O:6][C:13]1[CH:22]=[CH:21][C:16]([C:17]([O:19][CH3:20])=[O:18])=[CH:15][N:14]=1. (2) Given the reactants [CH2:1](I)[CH3:2].[O:4]1[C:9]2[CH:10]=[CH:11][C:12]([CH2:14][NH:15][C@H:16]3[CH2:21][CH2:20][C@H:19]([CH2:22][O:23][C:24]([C:26]4[CH:27]=[N:28][C:29]5[C:34]([CH:35]=4)=[CH:33][C:32]([O:36][CH3:37])=[CH:31][CH:30]=5)=[O:25])[CH2:18][CH2:17]3)=[CH:13][C:8]=2[O:7][CH2:6][CH2:5]1, predict the reaction product. The product is: [O:4]1[C:9]2[CH:10]=[CH:11][C:12]([CH2:14][N:15]([CH2:1][CH3:2])[C@H:16]3[CH2:21][CH2:20][C@H:19]([CH2:22][O:23][C:24]([C:26]4[CH:27]=[N:28][C:29]5[C:34]([CH:35]=4)=[CH:33][C:32]([O:36][CH3:37])=[CH:31][CH:30]=5)=[O:25])[CH2:18][CH2:17]3)=[CH:13][C:8]=2[O:7][CH2:6][CH2:5]1. (3) Given the reactants [F:1][C:2]1[CH:3]=[C:4]2[C:8](=[CH:9][CH:10]=1)[CH2:7][C:6]([CH3:11])=[C:5]2[CH2:12][C:13](OC)=[O:14], predict the reaction product. The product is: [F:1][C:2]1[CH:3]=[C:4]2[C:8](=[CH:9][CH:10]=1)[CH2:7][C:6]([CH3:11])=[C:5]2[CH2:12][CH2:13][OH:14]. (4) Given the reactants [Cl-].[Al+3].[Cl-].[Cl-].[CH3:5][N:6]1[C:14]2[C:9](=[CH:10][CH:11]=[CH:12][CH:13]=2)[CH:8]=[C:7]1[C:15]1[CH:20]=[CH:19][CH:18]=[CH:17][CH:16]=1.Cl[C:22](=[O:28])[C:23]([O:25][CH2:26][CH3:27])=[O:24].C(=O)(O)[O-].[Na+], predict the reaction product. The product is: [CH3:5][N:6]1[C:14]2[C:9](=[CH:10][CH:11]=[CH:12][CH:13]=2)[C:8]([C:22](=[O:28])[C:23]([O:25][CH2:26][CH3:27])=[O:24])=[C:7]1[C:15]1[CH:20]=[CH:19][CH:18]=[CH:17][CH:16]=1. (5) Given the reactants [Cl:1][C:2]1[CH:3]=[C:4]2[C:9](=[CH:10][C:11]=1[C:12]([OH:14])=O)[N:8]=[CH:7][N:6]=[C:5]2[NH:15][CH:16]([C:18]1[NH:22][C:21]2[CH:23]=[CH:24][C:25]([Cl:27])=[CH:26][C:20]=2[N:19]=1)[CH3:17].FC1C(OC(N(C)C)=[N+](C)C)=C(F)C(F)=C(F)C=1F.F[P-](F)(F)(F)(F)F.C(N(C(C)C)CC)(C)C.C(OC([N:70]1[CH2:76][CH2:75][CH2:74][NH:73][CH2:72][CH2:71]1)=O)(C)(C)C.FC(F)(F)C(O)=O, predict the reaction product. The product is: [Cl:1][C:2]1[CH:3]=[C:4]2[C:9](=[CH:10][C:11]=1[C:12]([N:70]1[CH2:76][CH2:75][CH2:74][NH:73][CH2:72][CH2:71]1)=[O:14])[N:8]=[CH:7][N:6]=[C:5]2[NH:15][CH:16]([C:18]1[NH:22][C:21]2[CH:23]=[CH:24][C:25]([Cl:27])=[CH:26][C:20]=2[N:19]=1)[CH3:17]. (6) Given the reactants [N:1]([CH:4]1[CH2:12][CH2:11][CH2:10][C:9]2[N:8]([CH2:13][CH2:14][O:15][Si:16]([C:19]([CH3:22])([CH3:21])[CH3:20])([CH3:18])[CH3:17])[N:7]=[CH:6][C:5]1=2)=[N+]=[N-].CCOC(C)=O.CO, predict the reaction product. The product is: [Si:16]([O:15][CH2:14][CH2:13][N:8]1[C:9]2[CH2:10][CH2:11][CH2:12][CH:4]([NH2:1])[C:5]=2[CH:6]=[N:7]1)([C:19]([CH3:22])([CH3:20])[CH3:21])([CH3:18])[CH3:17]. (7) Given the reactants [CH3:1][C:2]1[S:10][C:5]2=[CH:6][N:7]=[CH:8][CH:9]=[C:4]2[CH:3]=1.[N+:11]([O-])([OH:13])=[O:12].[OH-].[Na+].O.C([O-])(O)=O.[Na+], predict the reaction product. The product is: [CH3:1][C:2]1[S:10][C:5]2=[CH:6][N:7]=[CH:8][CH:9]=[C:4]2[C:3]=1[N+:11]([O-:13])=[O:12].